This data is from Forward reaction prediction with 1.9M reactions from USPTO patents (1976-2016). The task is: Predict the product of the given reaction. (1) Given the reactants [OH:1][CH:2]1[CH2:7][CH2:6][N:5]([C:8]2[N:13]=[CH:12][C:11]([C:14]3[CH:15]=[N:16][CH:17]=[C:18]([C:20]([O:22][CH2:23][CH3:24])=[O:21])[CH:19]=3)=[CH:10][CH:9]=2)[CH2:4][CH2:3]1.[Br:25][C:26]1[CH:31]=[CH:30][C:29]([F:32])=[CH:28][C:27]=1O, predict the reaction product. The product is: [Br:25][C:26]1[CH:31]=[CH:30][C:29]([F:32])=[CH:28][C:27]=1[O:1][CH:2]1[CH2:3][CH2:4][N:5]([C:8]2[N:13]=[CH:12][C:11]([C:14]3[CH:15]=[N:16][CH:17]=[C:18]([C:20]([O:22][CH2:23][CH3:24])=[O:21])[CH:19]=3)=[CH:10][CH:9]=2)[CH2:6][CH2:7]1. (2) Given the reactants Br[C:2]1[CH:3]=[C:4]2[C:8](=[CH:9][CH:10]=1)[N:7]([C:11]([O:13][C:14]([CH3:17])([CH3:16])[CH3:15])=[O:12])[N:6]=[C:5]2[C:18]1[CH:23]=[CH:22][C:21]([F:24])=[CH:20][CH:19]=1.[F:25][C:26]1[CH:31]=[CH:30][C:29]([C:32]2[O:33][C:34]3[CH:44]=[C:43]([N:45]([CH3:50])[S:46]([CH3:49])(=[O:48])=[O:47])[C:42](B4OC(C)(C)C(C)(C)O4)=[CH:41][C:35]=3[C:36]=2[C:37]([NH:39][CH3:40])=[O:38])=[CH:28][CH:27]=1.[O-]P([O-])([O-])=O.[K+].[K+].[K+], predict the reaction product. The product is: [F:24][C:21]1[CH:20]=[CH:19][C:18]([C:5]2[C:4]3[C:8](=[CH:9][CH:10]=[C:2]([C:42]4[C:43]([N:45]([CH3:50])[S:46]([CH3:49])(=[O:48])=[O:47])=[CH:44][C:34]5[O:33][C:32]([C:29]6[CH:30]=[CH:31][C:26]([F:25])=[CH:27][CH:28]=6)=[C:36]([C:37](=[O:38])[NH:39][CH3:40])[C:35]=5[CH:41]=4)[CH:3]=3)[N:7]([C:11]([O:13][C:14]([CH3:17])([CH3:16])[CH3:15])=[O:12])[N:6]=2)=[CH:23][CH:22]=1. (3) Given the reactants [F:1][C:2]([F:31])([F:30])[C:3]1[N:8]=[CH:7][C:6]([O:9][C:10]2[CH:11]=[C:12]([CH:27]=[CH:28][CH:29]=2)[CH:13]=[C:14]2[CH2:19][CH2:18][N:17](C(OC(C)(C)C)=O)[CH2:16][CH2:15]2)=[CH:5][CH:4]=1.[ClH:32], predict the reaction product. The product is: [ClH:32].[NH:17]1[CH2:18][CH2:19][C:14](=[CH:13][C:12]2[CH:11]=[C:10]([CH:29]=[CH:28][CH:27]=2)[O:9][C:6]2[CH:5]=[CH:4][C:3]([C:2]([F:31])([F:1])[F:30])=[N:8][CH:7]=2)[CH2:15][CH2:16]1. (4) The product is: [C:10]([C:9]1[C:3]([O:2][CH3:1])=[C:4]([CH:6]=[CH:7][CH:8]=1)[NH2:5])#[CH:11]. Given the reactants [CH3:1][O:2][C:3]1[C:9]([C:10]#[C:11][Si](C)(C)C)=[CH:8][CH:7]=[CH:6][C:4]=1[NH2:5].C(=O)([O-])[O-].[K+].[K+], predict the reaction product. (5) Given the reactants [Br:1][C:2]1[CH:6]=[C:5]([C:7]2[CH:12]=[CH:11][CH:10]=[CH:9][CH:8]=2)[NH:4][N:3]=1.[H-].[Na+].Br[CH2:16][CH:17]1[CH2:19][CH2:18]1.O, predict the reaction product. The product is: [Br:1][C:2]1[CH:6]=[C:5]([C:7]2[CH:12]=[CH:11][CH:10]=[CH:9][CH:8]=2)[N:4]([CH2:16][CH:17]2[CH2:19][CH2:18]2)[N:3]=1.[Br:1][C:2]1[N:3]([CH2:16][CH:17]2[CH2:19][CH2:18]2)[N:4]=[C:5]([C:7]2[CH:12]=[CH:11][CH:10]=[CH:9][CH:8]=2)[CH:6]=1. (6) Given the reactants [NH2:1][C@H:2]1[CH2:7][CH2:6][N:5]([CH2:8][CH2:9][N:10]2[C:19]3[C:14](=[CH:15][CH:16]=[C:17]([C:20]#[N:21])[CH:18]=3)[CH:13]=[CH:12][C:11]2=[O:22])[CH2:4][C@@H:3]1[O:23][CH3:24].[O:25]=[C:26]1[CH2:31][O:30][C:29]2[CH:32]=[CH:33][C:34]([CH:36]=O)=[N:35][C:28]=2[NH:27]1.C(O[BH-](OC(=O)C)OC(=O)C)(=O)C.[Na+], predict the reaction product. The product is: [CH3:24][O:23][C@@H:3]1[C@@H:2]([NH:1][CH2:36][C:34]2[CH:33]=[CH:32][C:29]3[O:30][CH2:31][C:26](=[O:25])[NH:27][C:28]=3[N:35]=2)[CH2:7][CH2:6][N:5]([CH2:8][CH2:9][N:10]2[C:19]3[C:14](=[CH:15][CH:16]=[C:17]([C:20]#[N:21])[CH:18]=3)[CH:13]=[CH:12][C:11]2=[O:22])[CH2:4]1. (7) Given the reactants O[CH2:2][CH2:3][N:4]1[CH2:9][CH2:8][C:7]2[S:10][CH:11]=[CH:12][C:6]=2[CH2:5]1.S(Cl)([Cl:15])=O, predict the reaction product. The product is: [ClH:15].[Cl:15][CH2:2][CH2:3][N:4]1[CH2:9][CH2:8][C:7]2[S:10][CH:11]=[CH:12][C:6]=2[CH2:5]1. (8) Given the reactants Cl[C:2]1[CH:7]=[CH:6][N:5]=[C:4]([N:8]2[CH2:19][CH2:18][N:17]3[C:10](=[CH:11][C:12]4[CH2:13][C:14]([CH3:21])([CH3:20])[CH2:15][C:16]=43)[C:9]2=[O:22])[C:3]=1[C:23]([OH:25])=[O:24].[CH3:26][N:27]1[CH:32]=[C:31](B2OC(C)(C)C(C)(C)O2)[CH:30]=[C:29]([NH:42][C:43]2[CH:48]=[CH:47][C:46]([N:49]3[CH2:54][CH2:53][N:52]([CH:55]4[CH2:58][O:57][CH2:56]4)[CH2:51][C@@H:50]3[CH3:59])=[CH:45][N:44]=2)[C:28]1=[O:60].[O-]P([O-])([O-])=O.[K+].[K+].[K+].C([O-])(=O)C.[Na+], predict the reaction product. The product is: [CH3:20][C:14]1([CH3:21])[CH2:13][C:12]2[CH:11]=[C:10]3[N:17]([CH2:18][CH2:19][N:8]([C:4]4[C:3]([C:23]([OH:25])=[O:24])=[C:2]([C:31]5[CH:30]=[C:29]([NH:42][C:43]6[CH:48]=[CH:47][C:46]([N:49]7[CH2:54][CH2:53][N:52]([CH:55]8[CH2:56][O:57][CH2:58]8)[CH2:51][C@@H:50]7[CH3:59])=[CH:45][N:44]=6)[C:28](=[O:60])[N:27]([CH3:26])[CH:32]=5)[CH:7]=[CH:6][N:5]=4)[C:9]3=[O:22])[C:16]=2[CH2:15]1. (9) Given the reactants [CH2:1]([S:8]([N:11]1[CH2:16][CH2:15][CH:14]([NH:17][C:18]2[CH:19]=[C:20]([C:24]3[S:28][C:27](C(OC)=O)=[C:26]([NH:33]C(=O)C(F)(F)F)[C:25]=3[CH3:40])[CH:21]=[CH:22][CH:23]=2)[CH2:13][CH2:12]1)(=[O:10])=[O:9])[C:2]1[CH:7]=[CH:6][CH:5]=[CH:4][CH:3]=1.[OH-].[Na+].Cl.N, predict the reaction product. The product is: [NH2:33][C:26]1[C:25]([CH3:40])=[C:24]([C:20]2[CH:19]=[C:18]([NH:17][CH:14]3[CH2:15][CH2:16][N:11]([S:8]([CH2:1][C:2]4[CH:7]=[CH:6][CH:5]=[CH:4][CH:3]=4)(=[O:10])=[O:9])[CH2:12][CH2:13]3)[CH:23]=[CH:22][CH:21]=2)[S:28][CH:27]=1.